Predict the product of the given reaction. From a dataset of Forward reaction prediction with 1.9M reactions from USPTO patents (1976-2016). Given the reactants C=CC.[CH3:4][NH:5][CH3:6].CC1C=CC(S(O[C@@H:18]2[CH2:27][C@H:26]([CH:28]3[CH2:33][CH2:32][CH2:31][CH2:30][CH2:29]3)[C:25]3[C:20](=[CH:21][CH:22]=[CH:23][CH:24]=3)[CH2:19]2)(=O)=O)=CC=1, predict the reaction product. The product is: [CH:28]1([C@@H:26]2[C:25]3[C:20](=[CH:21][CH:22]=[CH:23][CH:24]=3)[CH2:19][C@@H:18]([N:5]([CH3:6])[CH3:4])[CH2:27]2)[CH2:33][CH2:32][CH2:31][CH2:30][CH2:29]1.[CH:28]1([C@@H:26]2[C:25]3[C:20](=[CH:21][CH:22]=[CH:23][CH:24]=3)[CH:19]=[CH:18][CH2:27]2)[CH2:29][CH2:30][CH2:31][CH2:32][CH2:33]1.